This data is from Reaction yield outcomes from USPTO patents with 853,638 reactions. The task is: Predict the reaction yield, written as a fraction of the theoretical maximum amount of product (1.0 means a 100% yield; for example, 0.34 means a 34% yield). (1) The reactants are [F:1][C:2]1[C:10]([O:11][CH3:12])=[CH:9][CH:8]=[CH:7][C:3]=1[CH2:4][C:5]#N.[CH3:13]I.[H-].[Na+].C[N:18]([CH3:21])C=O. No catalyst specified. The product is [F:1][C:2]1[C:10]([O:11][CH3:12])=[CH:9][CH:8]=[CH:7][C:3]=1[C:4]([CH3:13])([CH3:5])[C:21]#[N:18]. The yield is 0.995. (2) The reactants are Cl[N:2]1[C:6](=O)[CH2:5][CH2:4]C1=O.[F:9][C:10]1[C:18]([I:19])=[CH:17][CH:16]=[CH:15][C:11]=1[CH:12]=[N:13][OH:14].O.C1(N)CC1. The catalyst is CN(C=O)C. The product is [CH:6]1([NH:2][C:12](=[N:13][OH:14])[C:11]2[CH:15]=[CH:16][CH:17]=[C:18]([I:19])[C:10]=2[F:9])[CH2:4][CH2:5]1. The yield is 0.960. (3) The reactants are O=[C:2]([NH:13][CH2:14][C:15]([F:18])([F:17])[F:16])[C@H:3]([NH:5][C:6](=[O:12])[O:7][C:8]([CH3:11])([CH3:10])[CH3:9])[CH3:4].P12(SP3(SP(SP(S3)(S1)=S)(=S)S2)=S)=[S:20].C[Si](C)(C)O[Si](C)(C)C. The catalyst is C(Cl)Cl. The product is [S:20]=[C:2]([NH:13][CH2:14][C:15]([F:18])([F:17])[F:16])[C@H:3]([NH:5][C:6](=[O:12])[O:7][C:8]([CH3:11])([CH3:10])[CH3:9])[CH3:4]. The yield is 0.300. (4) The reactants are [CH2:1]([S:8][CH2:9][C:10]1[N:15]=[C:14]([C:16]2[S:17][C:18]3[CH:26]=[CH:25][CH:24]=[CH:23][C:19]=3[C:20](=[O:22])[N:21]=2)[CH:13]=[CH:12][CH:11]=1)[C:2]1[CH:7]=[CH:6][CH:5]=[CH:4][CH:3]=1.ClC1C=CC=C(C(OO)=[O:35])C=1. The catalyst is C(Cl)(Cl)Cl. The product is [CH2:1]([S:8]([CH2:9][C:10]1[N:15]=[C:14]([C:16]2[S:17][C:18]3[CH:26]=[CH:25][CH:24]=[CH:23][C:19]=3[C:20](=[O:22])[N:21]=2)[CH:13]=[CH:12][CH:11]=1)=[O:35])[C:2]1[CH:3]=[CH:4][CH:5]=[CH:6][CH:7]=1. The yield is 0.640. (5) The reactants are [Cl:1][C:2]1[N:20]=[CH:19][C:5]2[C:6]3[N:7]([CH:11]=[C:12]([C:14]4[NH:15][CH:16]=[CH:17][N:18]=4)[N:13]=3)[CH2:8][CH2:9][O:10][C:4]=2[CH:3]=1.C([O-])([O-])=O.[Cs+].[Cs+].[CH:27](I)([CH3:29])[CH3:28]. The catalyst is CN(C)C=O.O.CCOC(C)=O. The product is [Cl:1][C:2]1[N:20]=[CH:19][C:5]2[C:6]3[N:7]([CH:11]=[C:12]([C:14]4[N:18]([CH:27]([CH3:29])[CH3:28])[CH:17]=[CH:16][N:15]=4)[N:13]=3)[CH2:8][CH2:9][O:10][C:4]=2[CH:3]=1. The yield is 0.480. (6) The reactants are C([Si](C)(C)[N:6]1[C:10]2=[N:11][CH:12]=[C:13]([C:15]3[CH:20]=[CH:19][C:18]([N:21]([CH3:23])[CH3:22])=[CH:17][CH:16]=3)[CH:14]=[C:9]2[C:8]([Sn](CCCC)(CCCC)CCCC)=[CH:7]1)(C)(C)C.Br[C:40]1[C:44]([CH3:45])=[CH:43][S:42][CH:41]=1.C1(C)C=CC=CC=1P(C1C=CC=CC=1C)C1C=CC=CC=1C. The catalyst is C1(C)C=CC=CC=1.CCOC(C)=O.CC#N.CC#N.Cl[Pd]Cl. The product is [CH3:23][N:21]([CH3:22])[C:18]1[CH:17]=[CH:16][C:15]([C:13]2[CH:14]=[C:9]3[C:8]([C:40]4[C:44]([CH3:45])=[CH:43][S:42][CH:41]=4)=[CH:7][NH:6][C:10]3=[N:11][CH:12]=2)=[CH:20][CH:19]=1. The yield is 0.210. (7) The reactants are [CH2:1]([O:4][C:5]1[CH:10]=[C:9]([Br:11])[CH:8]=[CH:7][C:6]=1[C@@H:12]([NH:47][C:48]1[CH:53]=[CH:52][CH:51]=[CH:50][CH:49]=1)[C@@H:13]([CH2:29][CH2:30][C@H:31]([O:39][Si:40]([C:43]([CH3:46])([CH3:45])[CH3:44])([CH3:42])[CH3:41])[C:32]1[CH:37]=[CH:36][C:35]([F:38])=[CH:34][CH:33]=1)[C:14](N1[C@@H](CC2C=CC=CC=2)COC1=O)=[O:15])[CH:2]=[CH2:3].O.O.O.[F-].C([N+](CCCC)(CCCC)CCCC)CCC. The catalyst is C(OC)(C)(C)C. The product is [CH2:1]([O:4][C:5]1[CH:10]=[C:9]([Br:11])[CH:8]=[CH:7][C:6]=1[C@H:12]1[N:47]([C:48]2[CH:49]=[CH:50][CH:51]=[CH:52][CH:53]=2)[C:14](=[O:15])[C@@H:13]1[CH2:29][CH2:30][C@H:31]([O:39][Si:40]([C:43]([CH3:46])([CH3:45])[CH3:44])([CH3:42])[CH3:41])[C:32]1[CH:33]=[CH:34][C:35]([F:38])=[CH:36][CH:37]=1)[CH:2]=[CH2:3]. The yield is 0.870.